From a dataset of Forward reaction prediction with 1.9M reactions from USPTO patents (1976-2016). Predict the product of the given reaction. (1) Given the reactants [CH:1]1([CH2:7][O:8][C:9]2[CH:10]=[C:11]([C@@H](O)[C@H](C)CNC(=O)C3C=CC=CC=3)[CH:12]=[CH:13][CH:14]=2)[CH2:6][CH2:5][CH2:4][CH2:3]C1.O.NN.[OH-].[Na+].CC[O-].[Na+], predict the reaction product. The product is: [C:9]1([O:8][C:7]2[CH:3]=[CH:4][CH:5]=[CH:6][CH:1]=2)[CH:14]=[CH:13][CH:12]=[CH:11][CH:10]=1. (2) Given the reactants Cl[C:2]1[N:7]=[C:6]2[N:8]([C@@H:12]([CH3:16])[CH2:13][O:14][CH3:15])[CH:9]=[C:10]([CH3:11])[C:5]2=[N:4][C:3]=1[C:17]1[C:18]([O:26][CH3:27])=[N:19][C:20]([CH:23]([CH3:25])[CH3:24])=[CH:21][CH:22]=1.[C:28]1(C)C=CC=C[CH:29]=1, predict the reaction product. The product is: [CH2:28]([C:2]1[N:7]=[C:6]2[N:8]([C@@H:12]([CH3:16])[CH2:13][O:14][CH3:15])[CH:9]=[C:10]([CH3:11])[C:5]2=[N:4][C:3]=1[C:17]1[C:18]([O:26][CH3:27])=[N:19][C:20]([CH:23]([CH3:25])[CH3:24])=[CH:21][CH:22]=1)[CH3:29]. (3) The product is: [C:16]([C:13]1[CH:12]=[CH:11][C:10]([N:8]2[CH:9]=[C:5]([CH2:4][CH2:3][CH2:2][O:1][C:22]3[C:27]([O:28][CH3:29])=[CH:26][CH:25]=[CH:24][C:23]=3[CH2:30][C:31]([OH:33])=[O:32])[C:6]([CH:18]([CH3:20])[CH3:19])=[N:7]2)=[N:15][CH:14]=1)#[N:17]. Given the reactants [OH:1][CH2:2][CH2:3][CH2:4][C:5]1[C:6]([CH:18]([CH3:20])[CH3:19])=[N:7][N:8]([C:10]2[N:15]=[CH:14][C:13]([C:16]#[N:17])=[CH:12][CH:11]=2)[CH:9]=1.O[C:22]1[C:27]([O:28][CH3:29])=[CH:26][CH:25]=[CH:24][C:23]=1[CH2:30][C:31]([O:33]C)=[O:32].C(P(CCCC)CCCC)CCC.N(C(N1CCCCC1)=O)=NC(N1CCCCC1)=O, predict the reaction product.